From a dataset of Catalyst prediction with 721,799 reactions and 888 catalyst types from USPTO. Predict which catalyst facilitates the given reaction. (1) Reactant: [F:1][C:2]1([CH2:18][OH:19])[CH2:7][CH2:6][N:5]([C:8]([O:10][CH2:11][C:12]2[CH:17]=[CH:16][CH:15]=[CH:14][CH:13]=2)=[O:9])[CH2:4][CH2:3]1.[CH3:20][S:21](Cl)(=[O:23])=[O:22].C(N(CC)CC)C. Product: [F:1][C:2]1([CH2:18][O:19][S:21]([CH3:20])(=[O:23])=[O:22])[CH2:3][CH2:4][N:5]([C:8]([O:10][CH2:11][C:12]2[CH:17]=[CH:16][CH:15]=[CH:14][CH:13]=2)=[O:9])[CH2:6][CH2:7]1. The catalyst class is: 2. (2) Reactant: [I:1][C:2]1[CH:10]=[CH:9][C:5]([C:6](Cl)=[O:7])=[CH:4][CH:3]=1.C([C:14]1[CH:19]=[CH:18][C:17]([O:20][CH3:21])=[CH:16][CH:15]=1)(C)C.[Cl-].[Al+3].[Cl-].[Cl-].CC[O:28]C(C)=O. Product: [OH:28][C:14]1[CH:19]=[CH:18][C:17]([O:20][CH3:21])=[CH:16][C:15]=1[C:6]([C:5]1[CH:9]=[CH:10][C:2]([I:1])=[CH:3][CH:4]=1)=[O:7]. The catalyst class is: 26. (3) Reactant: [CH3:1][O:2][C:3]1[CH:8]=[CH:7][CH:6]=[CH:5][C:4]=1O.[CH2:10]([CH:12]1[O:14][CH2:13]1)Cl.C([O-])([O-])=[O:16].[K+].[K+]. Product: [CH3:1][O:2][C:3]1[CH:8]=[CH:7][C:6]([O:16][CH2:10][CH:12]2[O:14][CH2:13]2)=[CH:5][CH:4]=1. The catalyst class is: 21. (4) Reactant: C1(P(C2C=CC=CC=2)C2C=CC=CC=2)C=CC=CC=1.II.C(N(CC)CC)C.[CH2:29]([O:36][C:37](=[O:50])[NH:38][CH2:39][CH2:40][C:41](=[O:49])[NH:42][CH2:43][C:44](=O)[CH:45]([CH3:47])[CH3:46])[C:30]1[CH:35]=[CH:34][CH:33]=[CH:32][CH:31]=1. Product: [CH2:29]([O:36][C:37](=[O:50])[NH:38][CH2:39][CH2:40][C:41]1[O:49][C:44]([CH:45]([CH3:47])[CH3:46])=[CH:43][N:42]=1)[C:30]1[CH:35]=[CH:34][CH:33]=[CH:32][CH:31]=1. The catalyst class is: 4. (5) Reactant: [F:1][C:2]1[CH:3]=[C:4]2[C:8](=[C:9]([OH:11])[CH:10]=1)[C:7](=O)[CH2:6][CH:5]2[CH3:13].[Cl-].[Al+3].[Cl-].[Cl-].O. Product: [F:1][C:2]1[CH:10]=[C:9]([OH:11])[C:8]2[CH2:7][CH2:6][CH:5]([CH3:13])[C:4]=2[CH:3]=1. The catalyst class is: 13.